From a dataset of Full USPTO retrosynthesis dataset with 1.9M reactions from patents (1976-2016). Predict the reactants needed to synthesize the given product. Given the product [CH2:44]([N:43]([CH3:42])[C:17](=[O:19])[CH2:16][N:5]1[C:4]2[CH:3]=[C:2]([Cl:1])[CH:15]=[CH:14][C:13]=2[S:12][C:11]2[C:6]1=[CH:7][CH:8]=[CH:9][CH:10]=2)[C:45]1[CH:50]=[CH:49][CH:48]=[CH:47][CH:46]=1, predict the reactants needed to synthesize it. The reactants are: [Cl:1][C:2]1[CH:15]=[CH:14][C:13]2[S:12][C:11]3[C:6](=[CH:7][CH:8]=[CH:9][CH:10]=3)[N:5]([CH2:16][C:17]([OH:19])=O)[C:4]=2[CH:3]=1.Cl.CN(C)CCCN=C=NCC.ON1C2C=CC=CC=2N=N1.[CH3:42][NH:43][CH2:44][C:45]1[CH:50]=[CH:49][CH:48]=[CH:47][CH:46]=1.[OH-].[Na+].